From a dataset of Forward reaction prediction with 1.9M reactions from USPTO patents (1976-2016). Predict the product of the given reaction. (1) Given the reactants [CH3:1][C:2]12[CH2:8][C:5]([CH3:9])([CH2:6][CH2:7]1)[CH2:4][C:3]2([CH3:13])[C:10]([OH:12])=[O:11].S(Cl)(Cl)=O.[CH2:18](Cl)Cl, predict the reaction product. The product is: [CH3:18][O:11][C:10]([C:3]1([CH3:13])[CH2:4][C:5]2([CH3:9])[CH2:8][C:2]1([CH3:1])[CH2:7][CH2:6]2)=[O:12]. (2) Given the reactants [OH-].[Na+].C([O:5][C:6]([C:8]1[CH:9]=[N:10][N:11]([C:14]2[C:19]([Cl:20])=[CH:18][C:17]([Cl:21])=[CH:16][N:15]=2)[C:12]=1[CH3:13])=[O:7])C, predict the reaction product. The product is: [Cl:20][C:19]1[C:14]([N:11]2[C:12]([CH3:13])=[C:8]([C:6]([OH:7])=[O:5])[CH:9]=[N:10]2)=[N:15][CH:16]=[C:17]([Cl:21])[CH:18]=1. (3) Given the reactants [CH3:1][O:2][C:3]1[CH:4]=[C:5]([CH:7]=[CH:8][C:9]=1[C:10]1[O:14][CH:13]=[N:12][CH:11]=1)[NH2:6].[C:15]([NH:19][C:20](=[O:24])[C:21](O)=[O:22])([CH3:18])([CH3:17])[CH3:16].Cl.CN(C)CCCN=C=NCC.ON1C2N=CC=CC=2N=N1, predict the reaction product. The product is: [C:15]([NH:19][C:20](=[O:24])[C:21]([NH:6][C:5]1[CH:7]=[CH:8][C:9]([C:10]2[O:14][CH:13]=[N:12][CH:11]=2)=[C:3]([O:2][CH3:1])[CH:4]=1)=[O:22])([CH3:18])([CH3:17])[CH3:16]. (4) Given the reactants [P:1]([O-:43])([O-:42])([O:3][C:4](C(C)(C)C)(C(C)(C)C)[N:5]1[CH:10]=[CH:9][C:8]([NH:11][C:12](=[O:32])[C:13]2[CH:18]=[CH:17][C:16]([C:19]([F:22])([F:21])[F:20])=[CH:15][C:14]=2[O:23][C:24]2[CH:29]=[CH:28][C:27]([F:30])=[CH:26][C:25]=2[CH3:31])=[CH:7][C:6]1=[O:33])=[O:2].O, predict the reaction product. The product is: [P:1]([OH:43])([OH:42])([O:3][CH2:4][N:5]1[CH:10]=[CH:9][C:8]([NH:11][C:12](=[O:32])[C:13]2[CH:18]=[CH:17][C:16]([C:19]([F:20])([F:22])[F:21])=[CH:15][C:14]=2[O:23][C:24]2[CH:29]=[CH:28][C:27]([F:30])=[CH:26][C:25]=2[CH3:31])=[CH:7][C:6]1=[O:33])=[O:2].